Dataset: Full USPTO retrosynthesis dataset with 1.9M reactions from patents (1976-2016). Task: Predict the reactants needed to synthesize the given product. (1) Given the product [C:34]([O:38][C:39]([N:40]([C:41]1[N:42]=[CH:43][S:44][CH:45]=1)[S:46]([C:49]1[C:50]([F:57])=[CH:51][C:52]([O:33][C:11]2[C:12]([C:14]3[CH:19]=[CH:18][N:17]=[C:16]([N:20]4[CH2:21][CH2:22][N:23]([C:26]([O:28][C:29]([CH3:30])([CH3:32])[CH3:31])=[O:27])[CH2:24][CH2:25]4)[N:15]=3)=[CH:13][C:8]([C:4]3[CH:5]=[CH:6][CH:7]=[C:2]([F:1])[CH:3]=3)=[N:9][CH:10]=2)=[C:53]([Cl:55])[CH:54]=1)(=[O:48])=[O:47])=[O:58])([CH3:37])([CH3:35])[CH3:36], predict the reactants needed to synthesize it. The reactants are: [F:1][C:2]1[CH:3]=[C:4]([C:8]2[CH:13]=[C:12]([C:14]3[CH:19]=[CH:18][N:17]=[C:16]([N:20]4[CH2:25][CH2:24][N:23]([C:26]([O:28][C:29]([CH3:32])([CH3:31])[CH3:30])=[O:27])[CH2:22][CH2:21]4)[N:15]=3)[C:11]([OH:33])=[CH:10][N:9]=2)[CH:5]=[CH:6][CH:7]=1.[C:34]([O:38][C:39](=[O:58])[N:40]([S:46]([C:49]1[CH:54]=[C:53]([Cl:55])[C:52](F)=[CH:51][C:50]=1[F:57])(=[O:48])=[O:47])[C:41]1[N:42]=[CH:43][S:44][CH:45]=1)([CH3:37])([CH3:36])[CH3:35].C([O-])([O-])=O.[Cs+].[Cs+]. (2) Given the product [C:1]([O:5][C:6]([N:8]1[CH2:13][C@@H:12]([C:14](=[O:37])[NH:15][CH2:16][C:17]2([CH2:31][CH2:32][CH2:33][CH2:34][O:35][CH3:36])[C:30]3[CH:29]=[CH:28][CH:27]=[CH:26][C:25]=3[O:24][C:23]3[C:18]2=[CH:19][CH:20]=[CH:21][CH:22]=3)[CH2:11][C@@H:10]([C:38]([N:45]2[CH2:46][CH2:47][CH2:48][C@@H:44]2[CH2:43][OH:42])=[O:39])[CH2:9]1)=[O:7])([CH3:4])([CH3:3])[CH3:2], predict the reactants needed to synthesize it. The reactants are: [C:1]([O:5][C:6]([N:8]1[CH2:13][C@@H:12]([C:14](=[O:37])[NH:15][CH2:16][C:17]2([CH2:31][CH2:32][CH2:33][CH2:34][O:35][CH3:36])[C:30]3[CH:29]=[CH:28][CH:27]=[CH:26][C:25]=3[O:24][C:23]3[C:18]2=[CH:19][CH:20]=[CH:21][CH:22]=3)[CH2:11][C@@H:10]([C:38](O)=[O:39])[CH2:9]1)=[O:7])([CH3:4])([CH3:3])[CH3:2].C[O:42][CH2:43][C@H:44]1[CH2:48][CH2:47][CH2:46][NH:45]1.